From a dataset of In vitro SARS-CoV-2 activity screen of 1,480 approved drugs from Prestwick library. Binary Classification. Given a drug SMILES string, predict its activity (active/inactive) in a high-throughput screening assay against a specified biological target. (1) The drug is COCC(=O)Nc1c(I)c(C(=O)NCC(O)CO)c(I)c(C(=O)N(C)CC(O)CO)c1I. The result is 0 (inactive). (2) The result is 0 (inactive). The compound is COc1c2occc2c(OC)c2c(=O)cc(C)oc12. (3) The molecule is CC1CC(OC(=O)C(O)c2ccccc2)CC(C)(C)C1. The result is 0 (inactive).